Dataset: Full USPTO retrosynthesis dataset with 1.9M reactions from patents (1976-2016). Task: Predict the reactants needed to synthesize the given product. (1) The reactants are: [Br:1][C:2]1[N:7]=[CH:6][C:5]2[CH:8]=[C:9]([C:15]3[CH:16]=[N:17][N:18]([CH2:20][C:21]([N:23]([CH3:25])[CH3:24])=[O:22])[CH:19]=3)[N:10](S(C)(=O)=O)[C:4]=2[CH:3]=1.C1CCN2C(=NCCC2)CC1.[C:37]([O:41][C:42](O[C:42]([O:41][C:37]([CH3:40])([CH3:39])[CH3:38])=[O:43])=[O:43])([CH3:40])([CH3:39])[CH3:38]. Given the product [C:37]([O:41][C:42]([N:10]1[C:4]2[CH:3]=[C:2]([Br:1])[N:7]=[CH:6][C:5]=2[CH:8]=[C:9]1[C:15]1[CH:16]=[N:17][N:18]([CH2:20][C:21]([N:23]([CH3:25])[CH3:24])=[O:22])[CH:19]=1)=[O:43])([CH3:40])([CH3:39])[CH3:38], predict the reactants needed to synthesize it. (2) Given the product [C:15]([C:17]1[CH:22]=[CH:21][C:20]([NH:23][CH:24]([C:30]2[CH:35]=[C:34]([CH2:36][N:10]3[CH2:14][CH2:13][CH2:12][CH2:11]3)[CH:33]=[C:32]([O:42][CH2:43][CH3:44])[CH:31]=2)[C:25]([O:27][CH2:28][CH3:29])=[O:26])=[CH:19][CH:18]=1)#[N:16], predict the reactants needed to synthesize it. The reactants are: C(N(C(C)C)C(C)C)C.[NH:10]1[CH2:14][CH2:13][CH2:12][CH2:11]1.[C:15]([C:17]1[CH:22]=[CH:21][C:20]([NH:23][CH:24]([C:30]2[CH:35]=[C:34]([CH2:36]OS(C)(=O)=O)[CH:33]=[C:32]([O:42][CH2:43][CH3:44])[CH:31]=2)[C:25]([O:27][CH2:28][CH3:29])=[O:26])=[CH:19][CH:18]=1)#[N:16]. (3) Given the product [Cl:8][C:6]1[N:5]=[CH:4][N:3]=[C:2]([NH:18][C:19]2[CH:20]=[CH:21][C:22]([C:23]([O:25][CH2:26][CH3:27])=[O:24])=[CH:28][CH:29]=2)[N:7]=1, predict the reactants needed to synthesize it. The reactants are: Cl[C:2]1[N:7]=[C:6]([Cl:8])[N:5]=[CH:4][N:3]=1.CCN(C(C)C)C(C)C.[NH2:18][C:19]1[CH:29]=[CH:28][C:22]([C:23]([O:25][CH2:26][CH3:27])=[O:24])=[CH:21][CH:20]=1. (4) Given the product [CH3:24][C:23]1[CH:22]=[C:21]([CH3:25])[NH:20][C:19](=[O:26])[C:18]=1[CH2:17][NH:16][C:14]([C:4]1[C:5]2[CH:10]=[N:9][N:8]([CH:11]([CH3:13])[CH3:12])[C:6]=2[N:7]=[C:2]([NH:29][CH2:27][CH3:28])[CH:3]=1)=[O:15], predict the reactants needed to synthesize it. The reactants are: Cl[C:2]1[CH:3]=[C:4]([C:14]([NH:16][CH2:17][C:18]2[C:19](=[O:26])[NH:20][C:21]([CH3:25])=[CH:22][C:23]=2[CH3:24])=[O:15])[C:5]2[CH:10]=[N:9][N:8]([CH:11]([CH3:13])[CH3:12])[C:6]=2[N:7]=1.[CH2:27]([NH2:29])[CH3:28]. (5) Given the product [F:1][C:2]1[CH:7]=[C:6]([F:8])[CH:5]=[CH:4][C:3]=1[NH:9][C:10](=[O:29])[NH:11][C:12]1[CH:17]=[CH:16][C:15]([C:18]2[CH:22]=[C:21]([C:23]([OH:25])=[O:24])[O:20][N:19]=2)=[CH:14][C:13]=1[CH3:28], predict the reactants needed to synthesize it. The reactants are: [F:1][C:2]1[CH:7]=[C:6]([F:8])[CH:5]=[CH:4][C:3]=1[NH:9][C:10](=[O:29])[NH:11][C:12]1[CH:17]=[CH:16][C:15]([C:18]2[CH:22]=[C:21]([C:23]([O:25]CC)=[O:24])[O:20][N:19]=2)=[CH:14][C:13]=1[CH3:28].FC1C=CC=C(F)C=1NC(=O)NC1C=CC(C2C=C(C(O)=O)ON=2)=CC=1C. (6) Given the product [NH2:13][C:6]1[C:7]([C:9]([O:11][CH3:12])=[O:10])=[CH:8][C:3]([O:2][CH3:1])=[N:4][CH:5]=1, predict the reactants needed to synthesize it. The reactants are: [CH3:1][O:2][C:3]1[CH:8]=[C:7]([C:9]([O:11][CH3:12])=[O:10])[C:6]([N+:13]([O-])=O)=[CH:5][N:4]=1.[Cl-].[NH4+].C(=O)([O-])O.[Na+]. (7) Given the product [Br:1][C:2]1[CH:7]=[CH:6][C:5]([S:8]([NH:20][CH:17]2[CH2:19][CH2:18]2)(=[O:10])=[O:9])=[C:4]([O:12][C:13]([F:16])([F:15])[F:14])[CH:3]=1, predict the reactants needed to synthesize it. The reactants are: [Br:1][C:2]1[CH:7]=[CH:6][C:5]([S:8](Cl)(=[O:10])=[O:9])=[C:4]([O:12][C:13]([F:16])([F:15])[F:14])[CH:3]=1.[CH:17]1([NH2:20])[CH2:19][CH2:18]1. (8) Given the product [OH:54][C:55]1[CH:63]=[CH:62][C:58]([C:59]([NH:11][CH2:12][C:13](=[O:14])[N:15]2[CH2:16][CH2:17][N:18]([C:21](=[O:32])[C:22]3[CH:27]=[CH:26][CH:25]=[CH:24][C:23]=3[C:28]([F:31])([F:29])[F:30])[CH2:19][CH2:20]2)=[O:60])=[CH:57][N:56]=1, predict the reactants needed to synthesize it. The reactants are: CCN(C(C)C)C(C)C.Cl.[NH2:11][CH2:12][C:13]([N:15]1[CH2:20][CH2:19][N:18]([C:21](=[O:32])[C:22]2[CH:27]=[CH:26][CH:25]=[CH:24][C:23]=2[C:28]([F:31])([F:30])[F:29])[CH2:17][CH2:16]1)=[O:14].C1C=CC2N(O)N=NC=2C=1.CCN=C=NCCCN(C)C.[OH:54][C:55]1[CH:63]=[CH:62][C:58]([C:59](O)=[O:60])=[CH:57][N:56]=1. (9) Given the product [N:16]1[C:21]2[C:20](=[CH:7][CH:6]=[CH:15][CH:14]=2)[CH:19]=[C:18]([C:5]2[O:32][C:22]([C:23]3[CH:31]=[CH:30][CH:29]=[C:25]([C:26]4[O:27][C:5]([C:6]5[CH:7]=[N:8][C:9]6[C:14]([CH:15]=5)=[CH:13][CH:12]=[CH:11][CH:10]=6)=[N:4][N:3]=4)[CH:24]=3)=[N:3][N:4]=2)[CH:17]=1, predict the reactants needed to synthesize it. The reactants are: N1N[N:3]=[N:4][C:5]=1[C:6]1[CH:7]=[N:8][C:9]2[C:14]([CH:15]=1)=[CH:13][CH:12]=[CH:11][CH:10]=2.[N:16]1[CH:21]=[CH:20][CH:19]=[CH:18][CH:17]=1.[C:22](Cl)(=[O:32])[C:23]1[CH:31]=[CH:30][CH:29]=[C:25]([C:26](Cl)=[O:27])[CH:24]=1.O.